This data is from Full USPTO retrosynthesis dataset with 1.9M reactions from patents (1976-2016). The task is: Predict the reactants needed to synthesize the given product. (1) Given the product [N:29]1([C:33]([C:35]2[CH:36]=[CH:37][C:38]([O:7][C:8]3[CH:9]=[C:10]([CH:20]=[C:21]([O:23][C@@H:24]([CH3:28])[CH2:25][O:26][CH3:27])[CH:22]=3)[C:11]([NH:13][C:14]3[CH:18]=[CH:17][N:16]([CH3:19])[N:15]=3)=[O:12])=[N:39][CH:40]=2)=[O:34])[CH2:32][CH2:31][CH2:30]1, predict the reactants needed to synthesize it. The reactants are: C(=O)([O-])[O-].[K+].[K+].[OH:7][C:8]1[CH:9]=[C:10]([CH:20]=[C:21]([O:23][C@@H:24]([CH3:28])[CH2:25][O:26][CH3:27])[CH:22]=1)[C:11]([NH:13][C:14]1[CH:18]=[CH:17][N:16]([CH3:19])[N:15]=1)=[O:12].[N:29]1([C:33]([C:35]2[CH:36]=[CH:37][C:38](Cl)=[N:39][CH:40]=2)=[O:34])[CH2:32][CH2:31][CH2:30]1. (2) Given the product [C:34]([N:26]1[CH2:27][CH2:28][CH:23]([CH:19]([N:17]2[CH:18]=[C:14]([C:12]3[N:11]4[CH:29]=[CH:30][N:31]=[C:10]4[CH:9]=[C:8]([C:6]4[CH:5]=[N:4][N:3]([CH3:2])[CH:7]=4)[N:13]=3)[CH:15]=[N:16]2)[CH2:20][C:21]#[N:22])[CH2:24][CH2:25]1)(=[O:35])[CH3:33], predict the reactants needed to synthesize it. The reactants are: Cl.[CH3:2][N:3]1[CH:7]=[C:6]([C:8]2[N:13]=[C:12]([C:14]3[CH:15]=[N:16][N:17]([CH:19]([CH:23]4[CH2:28][CH2:27][NH:26][CH2:25][CH2:24]4)[CH2:20][C:21]#[N:22])[CH:18]=3)[N:11]3[CH:29]=[CH:30][N:31]=[C:10]3[CH:9]=2)[CH:5]=[N:4]1.C1C[O:35][CH2:34][CH2:33]1.C(N(CC)CC)C.C(OC(=O)C)(=O)C. (3) Given the product [ClH:49].[NH:37]1[CH2:38][CH2:39][CH:34]([CH2:32][CH2:9][C:8]2[CH:7]=[C:6]([CH:31]=[CH:30][CH:29]=2)[C:4]#[N:5])[CH2:35][CH2:36]1, predict the reactants needed to synthesize it. The reactants are: [H-].[Na+].[Br-].[C:4]([C:6]1[CH:7]=[C:8]([CH:29]=[CH:30][CH:31]=1)[CH2:9][P+](C1C=CC=CC=1)(C1C=CC=CC=1)C1C=CC=CC=1)#[N:5].[CH:32]([CH:34]1[CH2:39][CH2:38][N:37](C(OC(C)(C)C)=O)[CH2:36][CH2:35]1)=O.[H][H].[ClH:49].CCOC(C)=O. (4) Given the product [Br:13][C:10]1[CH:11]=[CH:12][C:7]([CH:2]([N:33]2[CH2:34][CH2:35][C:29]3([O:28][CH2:27][C:26](=[O:36])[N:25]([CH:22]4[CH2:23][CH2:24]4)[CH2:30]3)[CH2:31][CH2:32]2)[C:3]([NH:5][CH3:6])=[O:4])=[C:8]([F:14])[CH:9]=1, predict the reactants needed to synthesize it. The reactants are: Br[CH:2]([C:7]1[CH:12]=[CH:11][C:10]([Br:13])=[CH:9][C:8]=1[F:14])[C:3]([NH:5][CH3:6])=[O:4].C(=O)([O-])[O-].[K+].[K+].Cl.[CH:22]1([N:25]2[CH2:30][C:29]3([CH2:35][CH2:34][NH:33][CH2:32][CH2:31]3)[O:28][CH2:27][C:26]2=[O:36])[CH2:24][CH2:23]1. (5) Given the product [C:18]([O:22][C:23](=[O:41])[CH2:24][S:25]([C:28]1[CH:29]=[CH:30][C:31]([C:34]2[CH:35]=[CH:36][C:37]([CH2:12][CH2:11][C:10]([F:15])([F:14])[C:9]([F:17])([F:16])[F:8])=[CH:38][CH:39]=2)=[CH:32][CH:33]=1)(=[O:27])=[O:26])([CH3:21])([CH3:19])[CH3:20], predict the reactants needed to synthesize it. The reactants are: N#N.Cl[Si](C)(C)C.[F:8][C:9]([F:17])([F:16])[C:10]([F:15])([F:14])[CH2:11][CH2:12]I.[C:18]([O:22][C:23](=[O:41])[CH2:24][S:25]([C:28]1[CH:33]=[CH:32][C:31]([C:34]2[CH:39]=[CH:38][C:37](Br)=[CH:36][CH:35]=2)=[CH:30][CH:29]=1)(=[O:27])=[O:26])([CH3:21])([CH3:20])[CH3:19]. (6) Given the product [CH2:1]([O:8][C:9]1[CH:10]=[C:11]([CH:12]=[CH:13][CH:14]=1)[O:15][C:19]1[S:23][C:22]([C:24]#[N:25])=[CH:21][CH:20]=1)[C:2]1[CH:3]=[CH:4][CH:5]=[CH:6][CH:7]=1, predict the reactants needed to synthesize it. The reactants are: [CH2:1]([O:8][C:9]1[CH:10]=[C:11]([OH:15])[CH:12]=[CH:13][CH:14]=1)[C:2]1[CH:7]=[CH:6][CH:5]=[CH:4][CH:3]=1.[N+]([C:19]1[S:23][C:22]([C:24]#[N:25])=[CH:21][CH:20]=1)([O-])=O.C(=O)([O-])[O-].[K+].[K+].C(OCC)(=O)C. (7) The reactants are: C[O:2][C:3]([C:5]1[NH:6][C:7]2[C:12]([C:13]=1[CH2:14][CH2:15][CH2:16][C:17]([O:19]C)=[O:18])=[CH:11][CH:10]=[CH:9][CH:8]=2)=[O:4].Br[CH2:22][C:23]1[C:32]2[C:27](=[CH:28][CH:29]=[CH:30][CH:31]=2)[CH:26]=[CH:25][CH:24]=1. Given the product [C:17]([CH2:16][CH2:15][CH2:14][C:13]1[C:12]2[C:7](=[CH:8][CH:9]=[CH:10][CH:11]=2)[N:6]([CH2:22][C:23]2[C:32]3[C:27](=[CH:28][CH:29]=[CH:30][CH:31]=3)[CH:26]=[CH:25][CH:24]=2)[C:5]=1[C:3]([OH:2])=[O:4])([OH:19])=[O:18], predict the reactants needed to synthesize it. (8) Given the product [CH3:34][S:35]([OH:38])(=[O:37])=[O:36].[C:1](/[C:3](/[C:24]1[CH:29]=[CH:28][C:27]([O:30][CH3:31])=[C:26]([O:32][CH3:33])[CH:25]=1)=[CH:4]\[C:5]1[S:9][C:8]([N:10]2[CH2:11][CH2:12][CH:13]([O:16][C:17](=[O:23])[CH2:18][N:19]3[CH2:22][CH2:21][CH2:20]3)[CH2:14][CH2:15]2)=[CH:7][CH:6]=1)#[N:2], predict the reactants needed to synthesize it. The reactants are: [C:1](/[C:3](/[C:24]1[CH:29]=[CH:28][C:27]([O:30][CH3:31])=[C:26]([O:32][CH3:33])[CH:25]=1)=[CH:4]\[C:5]1[S:9][C:8]([N:10]2[CH2:15][CH2:14][CH:13]([O:16][C:17](=[O:23])[CH2:18][N:19]3[CH2:22][CH2:21][CH2:20]3)[CH2:12][CH2:11]2)=[CH:7][CH:6]=1)#[N:2].[CH3:34][S:35]([OH:38])(=[O:37])=[O:36]. (9) Given the product [C:23]([O:3][CH2:2][CH2:1][O:4][C:5](=[O:22])[CH2:6][CH2:7][CH2:8][CH2:9][CH2:10][CH2:11][CH2:12][CH2:13][CH2:14][CH2:15][CH2:16][CH2:17][CH2:18][CH2:19][CH3:20])(=[O:28])[CH2:24][CH2:18][CH2:17][CH2:16][CH2:15][CH2:14][CH2:13][CH2:12][CH2:11][CH2:10][CH2:9][CH2:8][CH2:7][CH2:6][CH3:5], predict the reactants needed to synthesize it. The reactants are: [CH2:1]([OH:4])[CH2:2][OH:3].[C:5]([OH:22])(=O)[CH2:6][CH2:7][CH2:8][CH2:9][CH2:10][CH2:11][CH2:12][CH2:13][CH2:14][CH2:15][CH2:16][CH2:17][CH2:18][CH2:19][CH3:20].[C:23]([O-:28])(=O)[C:24]([O-])=O.[Sn+2]. (10) Given the product [ClH:23].[CH2:1]([O:4][C:5]1[CH:6]=[CH:7][C:8]2[CH2:9][NH:10][CH2:11][CH2:12][O:13][C:14]=2[N:15]=1)[CH2:2][CH3:3], predict the reactants needed to synthesize it. The reactants are: [CH2:1]([O:4][C:5]1[CH:6]=[CH:7][C:8]2[CH2:9][N:10](C(OC(C)(C)C)=O)[CH2:11][CH2:12][O:13][C:14]=2[N:15]=1)[CH2:2][CH3:3].[ClH:23].C(OCC)(=O)C.